This data is from NCI-60 drug combinations with 297,098 pairs across 59 cell lines. The task is: Regression. Given two drug SMILES strings and cell line genomic features, predict the synergy score measuring deviation from expected non-interaction effect. (1) Drug 1: C1CCN(CC1)CCOC2=CC=C(C=C2)C(=O)C3=C(SC4=C3C=CC(=C4)O)C5=CC=C(C=C5)O. Drug 2: C1=NC2=C(N=C(N=C2N1C3C(C(C(O3)CO)O)O)F)N. Cell line: SF-295. Synergy scores: CSS=-4.67, Synergy_ZIP=1.94, Synergy_Bliss=-1.17, Synergy_Loewe=-2.23, Synergy_HSA=-3.87. (2) Drug 1: C1CCN(CC1)CCOC2=CC=C(C=C2)C(=O)C3=C(SC4=C3C=CC(=C4)O)C5=CC=C(C=C5)O. Drug 2: C1CC(=O)NC(=O)C1N2CC3=C(C2=O)C=CC=C3N. Cell line: HCC-2998. Synergy scores: CSS=-4.10, Synergy_ZIP=4.04, Synergy_Bliss=3.86, Synergy_Loewe=-0.926, Synergy_HSA=-3.07. (3) Drug 1: C1=C(C(=O)NC(=O)N1)F. Drug 2: CN(C)C1=NC(=NC(=N1)N(C)C)N(C)C. Cell line: HOP-92. Synergy scores: CSS=18.3, Synergy_ZIP=-0.420, Synergy_Bliss=-1.80, Synergy_Loewe=-6.91, Synergy_HSA=-2.34. (4) Drug 1: C1=CC=C(C=C1)NC(=O)CCCCCCC(=O)NO. Drug 2: C1=NC2=C(N1)C(=S)N=CN2. Cell line: SK-MEL-28. Synergy scores: CSS=14.7, Synergy_ZIP=-5.29, Synergy_Bliss=-0.758, Synergy_Loewe=-3.72, Synergy_HSA=0.240. (5) Drug 1: CC(C1=C(C=CC(=C1Cl)F)Cl)OC2=C(N=CC(=C2)C3=CN(N=C3)C4CCNCC4)N. Drug 2: CS(=O)(=O)CCNCC1=CC=C(O1)C2=CC3=C(C=C2)N=CN=C3NC4=CC(=C(C=C4)OCC5=CC(=CC=C5)F)Cl. Cell line: MOLT-4. Synergy scores: CSS=3.73, Synergy_ZIP=1.65, Synergy_Bliss=-10.4, Synergy_Loewe=-47.2, Synergy_HSA=-12.7. (6) Drug 1: CC1=C2C(C(=O)C3(C(CC4C(C3C(C(C2(C)C)(CC1OC(=O)C(C(C5=CC=CC=C5)NC(=O)OC(C)(C)C)O)O)OC(=O)C6=CC=CC=C6)(CO4)OC(=O)C)O)C)O. Drug 2: CN(CCCl)CCCl.Cl. Cell line: SR. Synergy scores: CSS=73.0, Synergy_ZIP=-2.64, Synergy_Bliss=-5.34, Synergy_Loewe=-6.14, Synergy_HSA=-4.23.